Dataset: Forward reaction prediction with 1.9M reactions from USPTO patents (1976-2016). Task: Predict the product of the given reaction. (1) Given the reactants [C:1](N)(=[O:4])[CH:2]=[CH2:3].C(OC(OCC)C([C:12]1[CH:17]=[CH:16][CH:15]=[CH:14][CH:13]=1)=O)C.[CH2:31]=[CH:30][C:28](NCN[C:28]([CH:30]=[CH2:31])=[O:29])=[O:29].CS(C)=O.[C:36](N)(=[O:39])C=C.C=CC(NCNC(C=C)=O)=[O:44], predict the reaction product. The product is: [CH3:12][CH2:17][CH2:16][C:15]1[CH:14]=[CH:13][C:1]2[O:4][C:30]([C:28]([OH:29])=[O:44])=[CH:31][C:36](=[O:39])[C:2]=2[CH:3]=1. (2) The product is: [CH3:27][C:28]1[CH:29]=[C:30]([CH:33]=[CH:34][C:35]=1[CH3:36])[CH2:31][NH:32][C:4]([C:6]1[N:7]=[C:8]([C:15]2[CH:20]=[CH:19][CH:18]=[CH:17][C:16]=2[S:21](=[O:25])(=[O:26])[N:22]([CH3:24])[CH3:23])[N:9]([CH3:14])[C:10](=[O:13])[C:11]=1[OH:12])=[O:3]. Given the reactants C([O:3][C:4]([C:6]1[N:7]=[C:8]([C:15]2[CH:20]=[CH:19][CH:18]=[CH:17][C:16]=2[S:21](=[O:26])(=[O:25])[N:22]([CH3:24])[CH3:23])[N:9]([CH3:14])[C:10](=[O:13])[C:11]=1[OH:12])=O)C.[CH3:27][C:28]1[CH:29]=[C:30]([CH:33]=[CH:34][C:35]=1[CH3:36])[CH2:31][NH2:32], predict the reaction product. (3) Given the reactants CCOC(/N=N/C(OCC)=O)=O.C1(P(C2C=CC=CC=2)C2C=CC=CC=2)C=CC=CC=1.[Cl:32][C:33]1[CH:34]=[C:35]([OH:40])[CH:36]=[CH:37][C:38]=1[F:39].C(OC([N:48]1[CH2:53][CH2:52][CH:51](O)[CH2:50][CH2:49]1)=O)(C)(C)C.Cl, predict the reaction product. The product is: [Cl:32][C:33]1[CH:34]=[C:35]([CH:36]=[CH:37][C:38]=1[F:39])[O:40][CH:51]1[CH2:52][CH2:53][NH:48][CH2:49][CH2:50]1. (4) Given the reactants [Cl:1][C:2]1[C:3]([F:32])=[C:4]([CH:29]=[CH:30][CH:31]=1)[NH:5][C:6]1[C:15]2[C:10](=[CH:11][C:12]([O:27][CH3:28])=[C:13]([O:16][CH:17]3[CH2:22][CH2:21][N:20]([C:23](=[O:26])[CH2:24]Cl)[CH2:19][CH2:18]3)[CH:14]=2)[N:9]=[CH:8][N:7]=1.[I-].[Na+].[NH:35]1[CH2:40][CH2:39][O:38][CH2:37][CH2:36]1, predict the reaction product. The product is: [Cl:1][C:2]1[C:3]([F:32])=[C:4]([CH:29]=[CH:30][CH:31]=1)[NH:5][C:6]1[C:15]2[C:10](=[CH:11][C:12]([O:27][CH3:28])=[C:13]([O:16][CH:17]3[CH2:22][CH2:21][N:20]([C:23](=[O:26])[CH2:24][N:35]4[CH2:40][CH2:39][O:38][CH2:37][CH2:36]4)[CH2:19][CH2:18]3)[CH:14]=2)[N:9]=[CH:8][N:7]=1.